Dataset: NCI-60 drug combinations with 297,098 pairs across 59 cell lines. Task: Regression. Given two drug SMILES strings and cell line genomic features, predict the synergy score measuring deviation from expected non-interaction effect. (1) Drug 1: CC(C1=C(C=CC(=C1Cl)F)Cl)OC2=C(N=CC(=C2)C3=CN(N=C3)C4CCNCC4)N. Drug 2: C1=CN(C(=O)N=C1N)C2C(C(C(O2)CO)O)O.Cl. Cell line: NCI/ADR-RES. Synergy scores: CSS=35.0, Synergy_ZIP=-4.11, Synergy_Bliss=3.96, Synergy_Loewe=-15.0, Synergy_HSA=3.24. (2) Drug 1: CC12CCC3C(C1CCC2O)C(CC4=C3C=CC(=C4)O)CCCCCCCCCS(=O)CCCC(C(F)(F)F)(F)F. Drug 2: C1C(C(OC1N2C=NC3=C2NC=NCC3O)CO)O. Cell line: MCF7. Synergy scores: CSS=25.1, Synergy_ZIP=-0.874, Synergy_Bliss=-2.59, Synergy_Loewe=-6.98, Synergy_HSA=-2.84.